This data is from Catalyst prediction with 721,799 reactions and 888 catalyst types from USPTO. The task is: Predict which catalyst facilitates the given reaction. (1) Reactant: [Cl:1][C:2]1[CH:7]=[C:6]([N+:8]([O-:10])=[O:9])[CH:5]=[CH:4][C:3]=1F.[C:12]1([OH:18])[CH:17]=[CH:16][CH:15]=[CH:14][CH:13]=1.C(=O)([O-])[O-].[K+].[K+]. Product: [Cl:1][C:2]1[CH:7]=[C:6]([N+:8]([O-:10])=[O:9])[CH:5]=[CH:4][C:3]=1[O:18][C:12]1[CH:17]=[CH:16][CH:15]=[CH:14][CH:13]=1. The catalyst class is: 9. (2) Reactant: [NH2:1][CH2:2][C@@H:3]([C@H:5]1[CH2:9][O:8][C:7]([CH3:11])([CH3:10])[O:6]1)[OH:4].[O:12](C(OC(C)(C)C)=O)[C:13]([O:15][C:16]([CH3:19])([CH3:18])[CH3:17])=O. Product: [CH3:10][C:7]1([CH3:11])[O:6][C@@H:5]([C@@H:3]([OH:4])[CH2:2][NH:1][C:13](=[O:12])[O:15][C:16]([CH3:19])([CH3:18])[CH3:17])[CH2:9][O:8]1. The catalyst class is: 1. (3) Reactant: FC(F)(F)C(O)=O.[F:8][C:9]1[CH:14]=[CH:13][CH:12]=[C:11]([F:15])[C:10]=1[NH:16][C:17]([C@@H:19]1[C:28]2[C:23](=[CH:24][CH:25]=[CH:26][CH:27]=2)[CH2:22][CH2:21][N:20]1[C:29](=[O:38])[C@@H:30]([NH2:37])[CH:31]1[CH2:36][CH2:35][CH2:34][CH2:33][CH2:32]1)=[O:18].[C:39]([O:43][C:44]([N:46]([CH3:52])[C@@H:47]([CH3:51])[C:48](O)=[O:49])=[O:45])([CH3:42])([CH3:41])[CH3:40].CN(C(ON1N=NC2C=CC=NC1=2)=[N+](C)C)C.F[P-](F)(F)(F)(F)F.CCN(C(C)C)C(C)C. Product: [C:39]([O:43][C:44](=[O:45])[N:46]([C@H:47]([C:48](=[O:49])[NH:37][C@@H:30]([CH:31]1[CH2:32][CH2:33][CH2:34][CH2:35][CH2:36]1)[C:29]([N:20]1[CH2:21][CH2:22][C:23]2[C:28](=[CH:27][CH:26]=[CH:25][CH:24]=2)[C@H:19]1[C:17](=[O:18])[NH:16][C:10]1[C:11]([F:15])=[CH:12][CH:13]=[CH:14][C:9]=1[F:8])=[O:38])[CH3:51])[CH3:52])([CH3:40])([CH3:41])[CH3:42]. The catalyst class is: 18. (4) Reactant: [C:1]([O:5][C:6](=[O:26])[NH:7][CH2:8][CH2:9][CH2:10][CH2:11][C@H:12]([NH:15][C:16]([O:18][CH2:19][C:20]1[CH:25]=[CH:24][CH:23]=[CH:22][CH:21]=1)=[O:17])[CH2:13][OH:14])([CH3:4])([CH3:3])[CH3:2].CC(OI1(OC(C)=O)(OC(C)=O)OC(=O)C2C=CC=CC1=2)=O.C([O-])(O)=O.[Na+].[O-]S([O-])(=S)=O.[Na+].[Na+]. Product: [C:1]([O:5][C:6](=[O:26])[NH:7][CH2:8][CH2:9][CH2:10][CH2:11][C@H:12]([NH:15][C:16]([O:18][CH2:19][C:20]1[CH:25]=[CH:24][CH:23]=[CH:22][CH:21]=1)=[O:17])[CH:13]=[O:14])([CH3:4])([CH3:2])[CH3:3]. The catalyst class is: 2. (5) Reactant: [Li][CH2:2][CH2:3][CH2:4]C.C(NC(C)C)(C)C.[CH3:13][C:14]1[CH:19]=[CH:18][N:17]=[C:16]([S:20][CH3:21])[N:15]=1.[F:22]C1C=CC(C(N(OC)C)=O)=CC=1.[CH2:35]1[CH2:39][O:38][CH2:37][CH2:36]1. Product: [F:22][C:14]1([CH2:13][C:37]([C:36]2[CH:35]=[CH:39][CH:4]=[CH:3][CH:2]=2)=[O:38])[CH:19]=[CH:18][N:17]=[C:16]([S:20][CH3:21])[NH:15]1. The catalyst class is: 81.